This data is from Forward reaction prediction with 1.9M reactions from USPTO patents (1976-2016). The task is: Predict the product of the given reaction. (1) Given the reactants CCCC[N+](CCCC)(CCCC)CCCC.[F-].[Si]([O:26][CH:27]1[CH2:30][CH:29]([C:31]#[C:32][C:33]2[O:37][N:36]=[C:35]([CH2:38][CH2:39][C@@:40]([CH3:55])([S:51]([CH3:54])(=[O:53])=[O:52])[C:41]([O:43][CH2:44][C:45]3[CH:50]=[CH:49][CH:48]=[CH:47][CH:46]=3)=[O:42])[CH:34]=2)[CH2:28]1)(C(C)(C)C)(C)C, predict the reaction product. The product is: [OH:26][CH:27]1[CH2:30][CH:29]([C:31]#[C:32][C:33]2[O:37][N:36]=[C:35]([CH2:38][CH2:39][C@@:40]([CH3:55])([S:51]([CH3:54])(=[O:52])=[O:53])[C:41]([O:43][CH2:44][C:45]3[CH:46]=[CH:47][CH:48]=[CH:49][CH:50]=3)=[O:42])[CH:34]=2)[CH2:28]1. (2) Given the reactants Br[C:2]1[S:3][CH:4]=[CH:5][C:6]=1[CH2:7][CH2:8][CH2:9][CH2:10][CH2:11][CH2:12][CH2:13][CH3:14].Br[C:16]1[S:25][C:19]2[S:20][C:21](Br)=[C:22]([CH3:23])[C:18]=2[C:17]=1[CH3:26], predict the reaction product. The product is: [CH2:7]([C:6]1[CH:5]=[CH:4][S:3][C:2]=1[C:16]1[S:25][C:19]2[S:20][C:21]([C:2]3[S:3][CH:4]=[CH:5][C:6]=3[CH2:7][CH2:8][CH2:9][CH2:10][CH2:11][CH2:12][CH2:13][CH3:14])=[C:22]([CH3:23])[C:18]=2[C:17]=1[CH3:26])[CH2:8][CH2:9][CH2:10][CH2:11][CH2:12][CH2:13][CH3:14]. (3) Given the reactants [OH-:1].[Na+].[C:3]1([OH:9])[CH:8]=[CH:7][CH:6]=[CH:5][CH:4]=1.[OH2:10].Cl[C:12](Cl)(Cl)[C:13]([CH3:16])(O)[CH3:14].Cl, predict the reaction product. The product is: [CH3:14][C:13]([O:9][C:3]1[CH:8]=[CH:7][CH:6]=[CH:5][CH:4]=1)([CH3:16])[C:12]([OH:10])=[O:1].